Dataset: Catalyst prediction with 721,799 reactions and 888 catalyst types from USPTO. Task: Predict which catalyst facilitates the given reaction. (1) Reactant: Br[C:2]1[CH:3]=[CH:4][C:5]([NH:8][C:9](=[O:26])[CH:10]([NH:14][C:15](=[O:25])[CH2:16][C:17]2[CH:22]=[C:21]([F:23])[CH:20]=[C:19]([F:24])[CH:18]=2)[CH2:11][CH2:12][CH3:13])=[N:6][CH:7]=1.[CH3:27][C:28]([CH:30]=[CH2:31])=[O:29].C(N(C(C)C)CC)(C)C.C1(C)C=CC=CC=1P(C1C=CC=CC=1C)C1C=CC=CC=1C. Product: [O:29]=[C:28]([CH3:27])[CH:30]=[CH:31][C:2]1[CH:3]=[CH:4][C:5]([NH:8][C:9](=[O:26])[CH:10]([NH:14][C:15](=[O:25])[CH2:16][C:17]2[CH:22]=[C:21]([F:23])[CH:20]=[C:19]([F:24])[CH:18]=2)[CH2:11][CH2:12][CH3:13])=[N:6][CH:7]=1. The catalyst class is: 167. (2) Reactant: [N:1]([CH:4]([CH3:6])[CH3:5])=[C:2]=[O:3].[C:7]([O:11][C:12]([NH:14][C@@H:15]([CH2:20][C:21]1[CH:26]=[CH:25][C:24]([OH:27])=[CH:23][CH:22]=1)[C:16]([O:18][CH3:19])=[O:17])=[O:13])([CH3:10])([CH3:9])[CH3:8].C(N(CC)CC)C. Product: [C:7]([O:11][C:12]([NH:14][C@@H:15]([CH2:20][C:21]1[CH:26]=[CH:25][C:24]([O:27][C:2](=[O:3])[NH:1][CH:4]([CH3:6])[CH3:5])=[CH:23][CH:22]=1)[C:16]([O:18][CH3:19])=[O:17])=[O:13])([CH3:10])([CH3:8])[CH3:9]. The catalyst class is: 2. (3) Reactant: [OH-].[K+].C([O:5][C:6]([C:8]1[CH:9]=[CH:10][CH:11]=[C:12]2[O:16][C:15]([CH3:17])=[N:14][C:13]=12)=[O:7])C.Cl. Product: [CH3:17][C:15]1[O:16][C:12]2[C:13](=[C:8]([C:6]([OH:7])=[O:5])[CH:9]=[CH:10][CH:11]=2)[N:14]=1. The catalyst class is: 5. (4) Reactant: [Cl:1][C:2]1[CH:3]=[CH:4][C:5]([O:26][CH2:27][CH:28]([CH3:30])[CH3:29])=[C:6]([CH2:8][N:9]2[C:13]([CH3:14])=[CH:12][C:11]([NH:15][C:16](=[O:25])[C:17]3[CH:22]=[CH:21][C:20]([CH:23]=O)=[CH:19][CH:18]=3)=[N:10]2)[CH:7]=1.C(O)(=O)C.[CH3:35][NH:36][CH3:37].O.C(O[BH-](OC(=O)C)OC(=O)C)(=O)C.[Na+]. Product: [ClH:1].[Cl:1][C:2]1[CH:3]=[CH:4][C:5]([O:26][CH2:27][CH:28]([CH3:29])[CH3:30])=[C:6]([CH2:8][N:9]2[C:13]([CH3:14])=[CH:12][C:11]([NH:15][C:16](=[O:25])[C:17]3[CH:18]=[CH:19][C:20]([CH2:23][N:36]([CH3:37])[CH3:35])=[CH:21][CH:22]=3)=[N:10]2)[CH:7]=1. The catalyst class is: 4. (5) Reactant: [CH3:1][S-:2].[Na+].[Cl:4][C:5]1[C:10]([O:11][CH3:12])=[CH:9][C:8]([CH2:13]Cl)=[CH:7][N:6]=1. Product: [Cl:4][C:5]1[C:10]([O:11][CH3:12])=[CH:9][C:8]([CH2:13][S:2][CH3:1])=[CH:7][N:6]=1. The catalyst class is: 8. (6) Reactant: C[Si](C)(C)[N-][Si](C)(C)C.[Li+].[F:11][CH:12]([C:25]1[CH:29]=[C:28]([CH3:30])[N:27]([CH:31]2[CH2:36][CH2:35][CH2:34][CH2:33][O:32]2)[N:26]=1)S(C1SC2C=CC=CC=2N=1)(=O)=O.[F:37][C:38]1[CH:39]=[C:40]([CH:43]=[CH:44][C:45]=1[O:46][C:47]([F:50])([F:49])[F:48])[CH:41]=O.[Cl-].[NH4+]. Product: [F:11]/[C:12](/[C:25]1[CH:29]=[C:28]([CH3:30])[N:27]([CH:31]2[CH2:36][CH2:35][CH2:34][CH2:33][O:32]2)[N:26]=1)=[CH:41]\[C:40]1[CH:43]=[CH:44][C:45]([O:46][C:47]([F:48])([F:49])[F:50])=[C:38]([F:37])[CH:39]=1. The catalyst class is: 1. (7) Reactant: ClC(Cl)(Cl)CO[C:5](=[O:24])[NH:6][C:7]1[N:8]([C:16]2[CH:21]=[CH:20][CH:19]=[C:18]([CH2:22][OH:23])[CH:17]=2)[N:9]=[C:10]([C:12]([CH3:15])([CH3:14])[CH3:13])[CH:11]=1.[CH3:27][C@H:28]1[CH2:33][CH2:32][CH2:31][CH2:30][N:29]1[C:34]1[N:38]2[CH:39]=[C:40]([O:43][C@H:44]3[C:53]4[C:48](=[CH:49][CH:50]=[CH:51][CH:52]=4)[C@@H:47]([NH2:54])[CH2:46][CH2:45]3)[CH:41]=[CH:42][C:37]2=[N:36][N:35]=1.CCN(C(C)C)C(C)C.CO. Product: [C:12]([C:10]1[CH:11]=[C:7]([NH:6][C:5]([NH:54][C@@H:47]2[C:48]3[C:53](=[CH:52][CH:51]=[CH:50][CH:49]=3)[C@H:44]([O:43][C:40]3[CH:41]=[CH:42][C:37]4[N:38]([C:34]([N:29]5[CH2:30][CH2:31][CH2:32][CH2:33][C@@H:28]5[CH3:27])=[N:35][N:36]=4)[CH:39]=3)[CH2:45][CH2:46]2)=[O:24])[N:8]([C:16]2[CH:21]=[CH:20][CH:19]=[C:18]([CH2:22][OH:23])[CH:17]=2)[N:9]=1)([CH3:14])([CH3:15])[CH3:13]. The catalyst class is: 258.